Dataset: Forward reaction prediction with 1.9M reactions from USPTO patents (1976-2016). Task: Predict the product of the given reaction. (1) Given the reactants [F:1][C:2]1[CH:3]=[C:4]([CH:29]=[C:30]([N:32]2[CH2:37][CH2:36][CH2:35][CH2:34][CH2:33]2)[CH:31]=1)[C:5]([NH:7][C:8]1[C:17]2[C:12](=[CH:13][CH:14]=[CH:15][CH:16]=2)[C:11]([O:18][C:19]2[CH:24]=[CH:23][N:22]=[C:21](S(C)(=O)=O)[N:20]=2)=[CH:10][CH:9]=1)=[O:6].[NH:38]1[CH2:42][CH2:41][CH2:40][CH2:39]1, predict the reaction product. The product is: [F:1][C:2]1[CH:3]=[C:4]([CH:29]=[C:30]([N:32]2[CH2:37][CH2:36][CH2:35][CH2:34][CH2:33]2)[CH:31]=1)[C:5]([NH:7][C:8]1[C:17]2[C:12](=[CH:13][CH:14]=[CH:15][CH:16]=2)[C:11]([O:18][C:19]2[CH:24]=[CH:23][N:22]=[C:21]([N:38]3[CH2:42][CH2:41][CH2:40][CH2:39]3)[N:20]=2)=[CH:10][CH:9]=1)=[O:6]. (2) Given the reactants Br[C:2]1[S:3][CH:4]=[CH:5][N:6]=1.[F:7][C:8]1[CH:13]=[CH:12][C:11](B(O)O)=[CH:10][CH:9]=1, predict the reaction product. The product is: [F:7][C:8]1[CH:13]=[CH:12][C:11]([C:2]2[S:3][CH:4]=[CH:5][N:6]=2)=[CH:10][CH:9]=1.